Dataset: hERG potassium channel inhibition data for cardiac toxicity prediction from Karim et al.. Task: Regression/Classification. Given a drug SMILES string, predict its toxicity properties. Task type varies by dataset: regression for continuous values (e.g., LD50, hERG inhibition percentage) or binary classification for toxic/non-toxic outcomes (e.g., AMES mutagenicity, cardiotoxicity, hepatotoxicity). Dataset: herg_karim. (1) The compound is COc1ccc(-c2csc(NC(=O)[C@H]3CCCCC3S(=O)(=O)c3ccc(C)cc3)n2)cc1. The result is 0 (non-blocker). (2) The molecule is COc1cnc(-c2ccccc2C(F)(F)CNC(=O)c2ccc(COCC(F)(F)F)nc2)cn1. The result is 0 (non-blocker).